This data is from Full USPTO retrosynthesis dataset with 1.9M reactions from patents (1976-2016). The task is: Predict the reactants needed to synthesize the given product. Given the product [O:1]=[C:2]1[N:8]([CH:9]2[CH2:14][CH2:13][N:12]([C:15]([O:17][C@H:18]([CH2:35][C:36]3[CH:41]=[C:40]([C:42]([F:43])([F:45])[F:44])[C:39]([NH2:46])=[C:38]([Cl:47])[CH:37]=3)[C:19]([N:21]3[CH2:22][CH2:23][CH:24]([N:27]4[CH2:31][CH2:30][CH2:29][C@H:28]4[C:32]([O:34][CH2:53][C:54](=[O:55])[N:56]([CH3:58])[CH3:57])=[O:33])[CH2:25][CH2:26]3)=[O:20])=[O:16])[CH2:11][CH2:10]2)[CH2:7][CH2:6][C:5]2[CH:48]=[CH:49][CH:50]=[CH:51][C:4]=2[NH:3]1, predict the reactants needed to synthesize it. The reactants are: [O:1]=[C:2]1[N:8]([CH:9]2[CH2:14][CH2:13][N:12]([C:15]([O:17][C@H:18]([CH2:35][C:36]3[CH:41]=[C:40]([C:42]([F:45])([F:44])[F:43])[C:39]([NH2:46])=[C:38]([Cl:47])[CH:37]=3)[C:19]([N:21]3[CH2:26][CH2:25][CH:24]([N:27]4[CH2:31][CH2:30][CH2:29][C@H:28]4[C:32]([OH:34])=[O:33])[CH2:23][CH2:22]3)=[O:20])=[O:16])[CH2:11][CH2:10]2)[CH2:7][CH2:6][C:5]2[CH:48]=[CH:49][CH:50]=[CH:51][C:4]=2[NH:3]1.O[CH2:53][C:54]([N:56]([CH3:58])[CH3:57])=[O:55].